This data is from Forward reaction prediction with 1.9M reactions from USPTO patents (1976-2016). The task is: Predict the product of the given reaction. Given the reactants [Li+].[CH3:2][Si:3]([N-][Si:3]([CH3:5])([CH3:4])[CH3:2])([CH3:5])[CH3:4].[CH3:11][O:12][CH2:13][C:14]([O:16][CH3:17])=[O:15].C[Si](Cl)(C)C, predict the reaction product. The product is: [CH3:17][O:16]/[C:14](/[O:15][Si:3]([CH3:5])([CH3:4])[CH3:2])=[CH:13]/[O:12][CH3:11].